From a dataset of Forward reaction prediction with 1.9M reactions from USPTO patents (1976-2016). Predict the product of the given reaction. (1) Given the reactants [O:1]=[C:2]1[CH2:6][C:5]2([CH2:11][CH2:10][N:9]([C:12]([O:14][C:15]([CH3:18])([CH3:17])[CH3:16])=[O:13])[CH2:8][CH2:7]2)[CH2:4][NH:3]1.Br[C:20]1[CH:21]=[CH:22][C:23]2[S:27][CH:26]=[CH:25][C:24]=2[CH:28]=1.CC1(C)C2C=CC=C(P(C3C=CC=CC=3)C3C=CC=CC=3)C=2OC2C1=CC=CC=2P(C1C=CC=CC=1)C1C=CC=CC=1.C(=O)([O-])[O-].[Cs+].[Cs+], predict the reaction product. The product is: [S:27]1[C:23]2[CH:22]=[CH:21][C:20]([N:3]3[C:2](=[O:1])[CH2:6][C:5]4([CH2:11][CH2:10][N:9]([C:12]([O:14][C:15]([CH3:18])([CH3:17])[CH3:16])=[O:13])[CH2:8][CH2:7]4)[CH2:4]3)=[CH:28][C:24]=2[CH:25]=[CH:26]1. (2) Given the reactants Br.[F:2][CH:3]1[CH2:8][CH2:7][NH:6][CH2:5][CH2:4]1.[Cl:9][C:10]1[CH:11]=[C:12]([NH:17][C:18]2[C:27]3[C:22](=[CH:23][C:24]([O:35][CH3:36])=[C:25]([NH:28][C:29](=[O:34])[CH:30]=[CH:31][CH2:32]Cl)[CH:26]=3)[N:21]=[CH:20][N:19]=2)[CH:13]=[CH:14][C:15]=1[F:16].CCN(C(C)C)C(C)C, predict the reaction product. The product is: [Cl:9][C:10]1[CH:11]=[C:12]([NH:17][C:18]2[C:27]3[C:22](=[CH:23][C:24]([O:35][CH3:36])=[C:25]([NH:28][C:29](=[O:34])[CH:30]=[CH:31][CH2:32][N:6]4[CH2:7][CH2:8][CH:3]([F:2])[CH2:4][CH2:5]4)[CH:26]=3)[N:21]=[CH:20][N:19]=2)[CH:13]=[CH:14][C:15]=1[F:16]. (3) The product is: [C:1]([O:5][C:6](=[O:18])[NH:7][CH2:8][C@@H:9]([N:16]([C:28](=[O:29])[CH2:27][C:22]1[CH:23]=[CH:24][C:25]([Cl:26])=[C:20]([Cl:19])[CH:21]=1)[CH3:17])[C:10]1[CH:11]=[CH:12][CH:13]=[CH:14][CH:15]=1)([CH3:4])([CH3:3])[CH3:2]. Given the reactants [C:1]([O:5][C:6](=[O:18])[NH:7][CH2:8][C@@H:9]([NH:16][CH3:17])[C:10]1[CH:15]=[CH:14][CH:13]=[CH:12][CH:11]=1)([CH3:4])([CH3:3])[CH3:2].[Cl:19][C:20]1[CH:21]=[C:22]([CH2:27][C:28](O)=[O:29])[CH:23]=[CH:24][C:25]=1[Cl:26].O.ON1C2C=CC=CC=2N=N1.C(N(C(C)C)CC)(C)C.Cl.CN(C)CCCN=C=NCC, predict the reaction product. (4) Given the reactants [NH2:1][C@@H:2]1[C@@H:7]([O:8][CH2:9][C:10]2[CH:15]=[CH:14][CH:13]=[CH:12][CH:11]=2)[C@H:6]([O:16][CH2:17][C:18]2[CH:23]=[CH:22][CH:21]=[CH:20][CH:19]=2)[C@@H:5]([CH2:24][O:25][CH2:26][C:27]2[CH:32]=[CH:31][CH:30]=[CH:29][CH:28]=2)[CH2:4][C@@H:3]1[OH:33].[C:34](O[C:34]([O:36][C:37]([CH3:40])([CH3:39])[CH3:38])=[O:35])([O:36][C:37]([CH3:40])([CH3:39])[CH3:38])=[O:35], predict the reaction product. The product is: [C:37]([O:36][C:34](=[O:35])[NH:1][C@H:2]1[C@@H:3]([OH:33])[CH2:4][C@H:5]([CH2:24][O:25][CH2:26][C:27]2[CH:32]=[CH:31][CH:30]=[CH:29][CH:28]=2)[C@@H:6]([O:16][CH2:17][C:18]2[CH:19]=[CH:20][CH:21]=[CH:22][CH:23]=2)[C@@H:7]1[O:8][CH2:9][C:10]1[CH:11]=[CH:12][CH:13]=[CH:14][CH:15]=1)([CH3:40])([CH3:39])[CH3:38].